From a dataset of Reaction yield outcomes from USPTO patents with 853,638 reactions. Predict the reaction yield, written as a fraction of the theoretical maximum amount of product (1.0 means a 100% yield; for example, 0.34 means a 34% yield). The reactants are [F:1][C:2]([F:24])([F:23])[C:3]1[CH:8]=[CH:7][C:6]([NH:9][C:10]([CH2:12][C:13]2[CH:18]=[CH:17][C:16]([O:19]C(=O)C)=[CH:15][CH:14]=2)=[O:11])=[CH:5][CH:4]=1.[OH-].[Na+].Cl. The catalyst is CO.O. The product is [OH:19][C:16]1[CH:17]=[CH:18][C:13]([CH2:12][C:10]([NH:9][C:6]2[CH:7]=[CH:8][C:3]([C:2]([F:1])([F:23])[F:24])=[CH:4][CH:5]=2)=[O:11])=[CH:14][CH:15]=1. The yield is 0.890.